From a dataset of Forward reaction prediction with 1.9M reactions from USPTO patents (1976-2016). Predict the product of the given reaction. (1) The product is: [F:16][C:9]1[CH:10]=[CH:11][C:12]([O:14][CH3:15])=[CH:13][C:8]=1[C:5]1[N:4]=[C:3]([C:17]([F:20])([F:19])[F:18])[C:2]([CH:23]=[CH2:28])=[CH:7][CH:6]=1. Given the reactants Cl[C:2]1[C:3]([C:17]([F:20])([F:19])[F:18])=[N:4][C:5]([C:8]2[CH:13]=[C:12]([O:14][CH3:15])[CH:11]=[CH:10][C:9]=2[F:16])=[CH:6][CH:7]=1.CO[C:23]1C=CC=C(OC)[C:28]=1C1C=CC=CC=1P(C1CCCCC1)C1CCCCC1.[O-]P([O-])([O-])=O.[K+].[K+].[K+].C([B-](F)(F)F)=C.[K+], predict the reaction product. (2) Given the reactants [Cl:1][C:2]1[CH:3]=[C:4]([N:8]2[C:12]([CH2:13][NH:14][C:15]([NH:17][C:18]3[CH:19]=[N:20][C:21]([C:24]#[N:25])=[CH:22][CH:23]=3)=[O:16])=[CH:11][C:10]([C:26]([F:29])([F:28])[F:27])=[N:9]2)[CH:5]=[CH:6][CH:7]=1.S(=O)(=O)(O)[OH:31], predict the reaction product. The product is: [Cl:1][C:2]1[CH:3]=[C:4]([N:8]2[C:12]([CH2:13][NH:14][C:15](=[O:16])[NH:17][C:18]3[CH:23]=[CH:22][C:21]([C:24]([NH2:25])=[O:31])=[N:20][CH:19]=3)=[CH:11][C:10]([C:26]([F:29])([F:27])[F:28])=[N:9]2)[CH:5]=[CH:6][CH:7]=1. (3) Given the reactants [Cl:1][CH2:2][C:3]([N:5]1[CH2:10][CH2:9][CH:8]([N:11]2[C:15](=[O:16])[C:14]([CH3:18])([CH3:17])[C:13]([C:19]3[CH:24]=[CH:23][C:22]([O:25][CH3:26])=[C:21]([O:27][CH3:28])[CH:20]=3)=[N:12]2)[CH2:7][CH2:6]1)=[O:4].Cl.[CH3:30]OC1C=C(C2C(CC)(C)C(=O)N(C3CCNCC3)N=2)C=CC=1OC.ClCC(OC(=O)CCl)=O, predict the reaction product. The product is: [Cl:1][CH2:2][C:3]([N:5]1[CH2:6][CH2:7][CH:8]([N:11]2[C:15](=[O:16])[C:14]([CH2:18][CH3:30])([CH3:17])[C:13]([C:19]3[CH:24]=[CH:23][C:22]([O:25][CH3:26])=[C:21]([O:27][CH3:28])[CH:20]=3)=[N:12]2)[CH2:9][CH2:10]1)=[O:4]. (4) The product is: [CH3:21][O:17][C:16](=[O:18])[C:15]1[CH:19]=[CH:20][C:12]([S:11][C:2]2[CH:3]=[CH:4][C:5]([CH:9]=[O:10])=[C:6]([CH3:8])[N:7]=2)=[CH:13][CH:14]=1. Given the reactants Br[C:2]1[N:7]=[C:6]([CH3:8])[C:5]([CH:9]=[O:10])=[CH:4][CH:3]=1.[SH:11][C:12]1[CH:20]=[CH:19][C:15]([C:16]([OH:18])=[O:17])=[CH:14][CH:13]=1.[C:21]([O-])([O-])=O.[K+].[K+].CI, predict the reaction product. (5) Given the reactants [NH2:1][C:2]1[C:11]([F:12])=[C:10](F)[C:9]2[O:14][CH2:15][C:16]3([CH2:18][CH2:17]3)[N:7]3[C:8]=2[C:3]=1[C:4](=[O:21])[C:5]([C:19]#[N:20])=[CH:6]3.[N:22]1[CH:27]=[CH:26][CH:25]=[C:24]([CH2:28][CH2:29][CH2:30][NH2:31])[CH:23]=1.C(N(CC)CC)C, predict the reaction product. The product is: [NH2:1][C:2]1[C:11]([F:12])=[C:10]([NH:31][CH2:30][CH2:29][CH2:28][C:24]2[CH:23]=[N:22][CH:27]=[CH:26][CH:25]=2)[C:9]2[O:14][CH2:15][C:16]3([CH2:18][CH2:17]3)[N:7]3[C:8]=2[C:3]=1[C:4](=[O:21])[C:5]([C:19]#[N:20])=[CH:6]3. (6) Given the reactants [CH:1]1([S:4]([NH:7][C:8]([C@@:10]2([NH:15][C:16]([C@@H:18]3[CH2:22][C@@H:21]([O:23][C:24]4[C:33]5[C:28](=[CH:29][CH:30]=[CH:31][CH:32]=5)[C:27]([O:34][CH3:35])=[CH:26][N:25]=4)[CH2:20][NH:19]3)=[O:17])[CH2:12][C@H:11]2[CH:13]=[CH2:14])=[O:9])(=[O:6])=[O:5])[CH2:3][CH2:2]1.CN(C(ON1N=NC2C=CC=NC1=2)=[N+](C)C)C.F[P-](F)(F)(F)(F)F.CCN(C(C)C)C(C)C.[C:69]([O:73][C:74]([NH:76][CH:77]([C@H:81]([CH3:89])[CH2:82][CH:83]([CH3:88])[CH2:84][CH2:85][CH:86]=[CH2:87])[C:78](O)=[O:79])=[O:75])([CH3:72])([CH3:71])[CH3:70], predict the reaction product. The product is: [CH:1]1([S:4]([NH:7][C:8]([C@@:10]2([NH:15][C:16]([C@@H:18]3[CH2:22][C@@H:21]([O:23][C:24]4[C:33]5[C:28](=[CH:29][CH:30]=[CH:31][CH:32]=5)[C:27]([O:34][CH3:35])=[CH:26][N:25]=4)[CH2:20][N:19]3[C:78](=[O:79])[CH:77]([NH:76][C:74](=[O:75])[O:73][C:69]([CH3:72])([CH3:71])[CH3:70])[C@H:81]([CH3:89])[CH2:82][CH:83]([CH3:88])[CH2:84][CH2:85][CH:86]=[CH2:87])=[O:17])[CH2:12][C@H:11]2[CH:13]=[CH2:14])=[O:9])(=[O:6])=[O:5])[CH2:2][CH2:3]1. (7) Given the reactants [NH2:1][C:2]1[N:6]([CH2:7][CH3:8])[N:5]=[CH:4][CH:3]=1.[F:9][C:10]([F:21])([F:20])[C:11](O[C:11](=[O:12])[C:10]([F:21])([F:20])[F:9])=[O:12], predict the reaction product. The product is: [CH2:7]([N:6]1[C:2]([NH:1][C:11](=[O:12])[C:10]([F:21])([F:20])[F:9])=[CH:3][CH:4]=[N:5]1)[CH3:8].